This data is from Full USPTO retrosynthesis dataset with 1.9M reactions from patents (1976-2016). The task is: Predict the reactants needed to synthesize the given product. (1) Given the product [O:2]1[C:6]2[CH:7]=[CH:8][CH:9]=[C:10]([CH:11]3[CH2:12][CH2:13][NH:14][CH2:15][CH2:16]3)[C:5]=2[O:4][CH2:3]1, predict the reactants needed to synthesize it. The reactants are: Cl.[O:2]1[C:6]2[CH:7]=[CH:8][CH:9]=[C:10]([C:11]3[CH2:12][CH2:13][NH:14][CH2:15][CH:16]=3)[C:5]=2[O:4][CH2:3]1.C([O-])=O.[NH4+]. (2) Given the product [CH:1]1([NH:4][C:5]([NH:6][C:7]2[CH:42]=[CH:41][C:10]([O:11][C:12]3[CH:17]=[CH:16][N:15]=[C:14]4[CH:18]=[C:19]([C:21]5[CH:22]=[CH:23][C:24]([CH2:27][N:28]6[CH2:29][CH2:30][NH:31][CH2:32][CH2:33]6)=[CH:25][N:26]=5)[S:20][C:13]=34)=[C:9]([F:43])[CH:8]=2)=[O:44])[CH2:3][CH2:2]1, predict the reactants needed to synthesize it. The reactants are: [CH:1]1([NH:4][C:5](=[O:44])[NH:6][C:7]2[CH:42]=[CH:41][C:10]([O:11][C:12]3[CH:17]=[CH:16][N:15]=[C:14]4[CH:18]=[C:19]([C:21]5[N:26]=[CH:25][C:24]([CH2:27][N:28]6[CH2:33][CH2:32][N:31](C(OC(C)(C)C)=O)[CH2:30][CH2:29]6)=[CH:23][CH:22]=5)[S:20][C:13]=34)=[C:9]([F:43])[CH:8]=2)[CH2:3][CH2:2]1.C(O)(C(F)(F)F)=O. (3) Given the product [Cl:23][C:24]1[CH:25]=[CH:26][C:27]([O:48][CH2:49][CH:50]([CH3:52])[CH3:51])=[C:28]([CH2:30][N:31]2[C:35]([CH3:36])=[CH:34][C:33]([C:37]3[NH:41][C:40]4[CH:42]=[CH:43][C:44]([CH:46]=[O:47])=[CH:45][C:39]=4[N:38]=3)=[N:32]2)[CH:29]=1, predict the reactants needed to synthesize it. The reactants are: CC(OI1(OC(C)=O)(OC(C)=O)OC(=O)C2C=CC=CC1=2)=O.[Cl:23][C:24]1[CH:25]=[CH:26][C:27]([O:48][CH2:49][CH:50]([CH3:52])[CH3:51])=[C:28]([CH2:30][N:31]2[C:35]([CH3:36])=[CH:34][C:33]([C:37]3[NH:41][C:40]4[CH:42]=[CH:43][C:44]([CH2:46][OH:47])=[CH:45][C:39]=4[N:38]=3)=[N:32]2)[CH:29]=1. (4) The reactants are: [CH3:1][C:2]1[C:7]([NH2:8])=[CH:6][CH:5]=[C:4]([N:9]2[CH2:13][CH2:12][C@@H:11]([N:14]3[CH2:18][CH2:17][CH2:16][C@@H:15]3[CH3:19])[CH2:10]2)[N:3]=1.N1C=CC=CC=1.[CH3:26][C:27]1[C:31]([C:32](Cl)=[O:33])=[C:30]([CH3:35])[O:29][N:28]=1.C(O)C(N)(CO)CO. Given the product [CH3:1][C:2]1[C:7]([NH:8][C:32]([C:31]2[C:27]([CH3:26])=[N:28][O:29][C:30]=2[CH3:35])=[O:33])=[CH:6][CH:5]=[C:4]([N:9]2[CH2:13][CH2:12][C@@H:11]([N:14]3[CH2:18][CH2:17][CH2:16][C@@H:15]3[CH3:19])[CH2:10]2)[N:3]=1, predict the reactants needed to synthesize it. (5) Given the product [CH3:10][O:9][C:8]1[C:2]2[C:3](=[N:4][C:2]3[C:3]([N:4]=2)=[CH:5][CH:6]=[CH:7][C:8]=3[O:9][CH3:10])[CH:5]=[CH:6][CH:7]=1, predict the reactants needed to synthesize it. The reactants are: Br[C:2]1[C:8]([O:9][CH3:10])=[CH:7][CH:6]=[CH:5][C:3]=1[NH2:4].